This data is from Reaction yield outcomes from USPTO patents with 853,638 reactions. The task is: Predict the reaction yield, written as a fraction of the theoretical maximum amount of product (1.0 means a 100% yield; for example, 0.34 means a 34% yield). (1) The reactants are [Cl:1][C:2]1[CH:7]=[CH:6][C:5]([C:8]([OH:44])([CH:37]2[CH2:42][CH2:41][N:40]([CH3:43])[CH2:39][CH2:38]2)[C:9]2[CH:10]=[C:11]([C:27]3[CH:32]=[CH:31][N:30]=[C:29]([NH:33][C:34](=[O:36])[CH3:35])[CH:28]=3)[S:12][C:13]=2[C:14]2[N:18]=[CH:17][N:16](COCC[Si](C)(C)C)[N:15]=2)=[CH:4][CH:3]=1.[F-].C([N+](CCCC)(CCCC)CCCC)CCC.C([O-])(O)=O.[Na+].CCOC(C)=O. The catalyst is O1CCCC1. The product is [Cl:1][C:2]1[CH:3]=[CH:4][C:5]([C:8]([OH:44])([CH:37]2[CH2:42][CH2:41][N:40]([CH3:43])[CH2:39][CH2:38]2)[C:9]2[CH:10]=[C:11]([C:27]3[CH:32]=[CH:31][N:30]=[C:29]([NH:33][C:34](=[O:36])[CH3:35])[CH:28]=3)[S:12][C:13]=2[C:14]2[NH:18][CH:17]=[N:16][N:15]=2)=[CH:6][CH:7]=1. The yield is 0.250. (2) The reactants are [NH2:1][C@H:2]([CH2:7][C:8]1[CH:13]=[CH:12][CH:11]=[CH:10][CH:9]=1)/[CH:3]=[CH:4]/[C:5]#[N:6].[F:14][C:15]([F:28])([F:27])[O:16][C:17]1[CH:22]=[CH:21][CH:20]=[CH:19][C:18]=1[S:23](Cl)(=[O:25])=[O:24].Cl. The catalyst is C(Cl)Cl. The product is [C:5](/[CH:4]=[CH:3]/[C@H:2]([NH:1][S:23]([C:18]1[CH:19]=[CH:20][CH:21]=[CH:22][C:17]=1[O:16][C:15]([F:14])([F:27])[F:28])(=[O:25])=[O:24])[CH2:7][C:8]1[CH:13]=[CH:12][CH:11]=[CH:10][CH:9]=1)#[N:6]. The yield is 0.740. (3) The reactants are [F:1][C:2]1[CH:7]=[CH:6][C:5]([OH:8])=[CH:4][C:3]=1[O:9][CH3:10].ClN1[C:16](=[O:17])CCC1=O.Cl.[Cl-].[Mg+2].[Cl-].C=O.C(N(CC)CC)C. The catalyst is C(Cl)(Cl)Cl.CC#N.CCOC(C)=O. The product is [F:1][C:2]1[C:3]([O:9][CH3:10])=[CH:4][C:5]([OH:8])=[C:6]([CH:7]=1)[CH:16]=[O:17]. The yield is 0.910. (4) The reactants are CCO[CH:4]1[N:13](C(OCC)=O)C2C(=CC=CC=2)[CH:6]=[CH:5]1.[NH2:19][C@@H:20]1[C@H:24]([OH:25])[C@@H:23]([CH2:26][OH:27])[O:22][C@H:21]1[N:28]1[CH:35]=[CH:34][C:32](=[O:33])[NH:31][C:29]1=[O:30].[C:36](NCCC(O)=O)([O:38][CH2:39][CH:40]1[C:52]2[C:47](=[CH:48][CH:49]=[CH:50][CH:51]=2)[C:46]2[C:41]1=[CH:42][CH:43]=[CH:44][CH:45]=2)=[O:37].C[OH:60]. The catalyst is ClCCl. The product is [C:36]([N:19]([C@@H:20]1[C@H:24]([OH:25])[C@@H:23]([CH2:26][OH:27])[O:22][C@H:21]1[N:28]1[CH:35]=[CH:34][C:32](=[O:33])[NH:31][C:29]1=[O:30])[C:6](=[O:60])[CH2:5][CH2:4][NH2:13])([O:38][CH2:39][CH:40]1[C:52]2[C:47](=[CH:48][CH:49]=[CH:50][CH:51]=2)[C:46]2[C:41]1=[CH:42][CH:43]=[CH:44][CH:45]=2)=[O:37]. The yield is 0.770. (5) The yield is 0.900. The product is [Cl:1][C:2]1[CH:7]=[CH:6][CH:5]=[C:4]([CH3:8])[C:3]=1[NH:9][C:10]([C:12]1[S:16][C:15]([NH:17][C:18]2[N:23]=[C:22]([CH3:24])[N:21]=[C:20]([N:25]3[CH2:30][CH2:29][N:28]([CH2:31][C:32]([OH:34])=[O:33])[CH2:27][CH2:26]3)[CH:19]=2)=[N:14][CH:13]=1)=[O:11]. The catalyst is CO. The reactants are [Cl:1][C:2]1[CH:7]=[CH:6][CH:5]=[C:4]([CH3:8])[C:3]=1[NH:9][C:10]([C:12]1[S:16][C:15]([NH:17][C:18]2[N:23]=[C:22]([CH3:24])[N:21]=[C:20]([N:25]3[CH2:30][CH2:29][N:28]([CH2:31][C:32]([O:34]CC)=[O:33])[CH2:27][CH2:26]3)[CH:19]=2)=[N:14][CH:13]=1)=[O:11].[OH-].[Na+].O. (6) The reactants are Cl[C:2]1[CH:7]=[C:6]([C:8]2[CH:13]=[CH:12][C:11]([F:14])=[CH:10][C:9]=2[F:15])[CH:5]=[CH:4][N:3]=1.[N:16]1([C:22]([O:24][C:25]([CH3:28])([CH3:27])[CH3:26])=[O:23])[CH2:21][CH2:20][NH:19][CH2:18][CH2:17]1.C1(P(C2C=CC=CC=2)C2(P(C3C=CC=CC=3)C3C=CC=CC=3)CC=C3C(C=CC=C3)=C2C2C3C(=CC=CC=3)C=CC=2)C=CC=CC=1.CC(C)([O-])C.[Na+]. The catalyst is C([O-])(=O)C.[Pd+2].C([O-])(=O)C.O1CCOCC1. The product is [F:15][C:9]1[CH:10]=[C:11]([F:14])[CH:12]=[CH:13][C:8]=1[C:6]1[CH:5]=[CH:4][N:3]=[C:2]([N:19]2[CH2:18][CH2:17][N:16]([C:22]([O:24][C:25]([CH3:28])([CH3:27])[CH3:26])=[O:23])[CH2:21][CH2:20]2)[CH:7]=1. The yield is 0.760. (7) The reactants are [CH2:1]([C:5]1[N:6]=[C:7]([CH3:27])[NH:8][C:9](=[O:26])[C:10]=1[CH2:11][C:12]1[CH:17]=[CH:16][C:15]([C:18]2[C:19]([C:24]#[N:25])=[CH:20][CH:21]=[CH:22][CH:23]=2)=[CH:14][CH:13]=1)[CH2:2][CH2:3][CH3:4].[H-].[Na+].CN(C)C=O.Br[CH2:36][C:37]1[CH:42]=[CH:41][C:40]([CH3:43])=[CH:39][CH:38]=1. The catalyst is C(OCC)(=O)C. The product is [CH2:1]([C:5]1[N:6]=[C:7]([CH3:27])[N:8]([CH2:36][C:37]2[CH:42]=[CH:41][C:40]([CH3:43])=[CH:39][CH:38]=2)[C:9](=[O:26])[C:10]=1[CH2:11][C:12]1[CH:17]=[CH:16][C:15]([C:18]2[C:19]([C:24]#[N:25])=[CH:20][CH:21]=[CH:22][CH:23]=2)=[CH:14][CH:13]=1)[CH2:2][CH2:3][CH3:4]. The yield is 0.610.